The task is: Predict the product of the given reaction.. This data is from Forward reaction prediction with 1.9M reactions from USPTO patents (1976-2016). (1) Given the reactants Br[C:2]1[CH:3]=[C:4]2[C:9](=[CH:10][CH:11]=1)[N:8]=[CH:7][C:6]([C:12]([CH:14]1[CH2:16][CH2:15]1)=[O:13])=[C:5]2[NH:17][C@H:18]1[CH2:23][CH2:22][C@H:21]([CH2:24][N:25]2[CH2:29][CH2:28][CH:27]([OH:30])[CH2:26]2)[CH2:20][CH2:19]1.[Cl:31][C:32]1[CH:37]=[C:36](B2OC(C)(C)C(C)(C)O2)[CH:35]=[C:34]([Cl:47])[C:33]=1[OH:48], predict the reaction product. The product is: [CH:14]1([C:12]([C:6]2[CH:7]=[N:8][C:9]3[C:4]([C:5]=2[NH:17][C@H:18]2[CH2:23][CH2:22][C@H:21]([CH2:24][N:25]4[CH2:29][CH2:28][CH:27]([OH:30])[CH2:26]4)[CH2:20][CH2:19]2)=[CH:3][C:2]([C:36]2[CH:37]=[C:32]([Cl:31])[C:33]([OH:48])=[C:34]([Cl:47])[CH:35]=2)=[CH:11][CH:10]=3)=[O:13])[CH2:16][CH2:15]1. (2) Given the reactants [Cl:1][C:2]1[CH:10]=[CH:9][C:5]([C:6]([NH2:8])=[O:7])=[CH:4][CH:3]=1.Cl[C:12]([S:14]Cl)=[O:13], predict the reaction product. The product is: [Cl:1][C:2]1[CH:10]=[CH:9][C:5]([C:6]2[O:7][C:12](=[O:13])[S:14][N:8]=2)=[CH:4][CH:3]=1. (3) Given the reactants Cl[C:2]1[CH:7]=[CH:6][N:5]=[CH:4][C:3]=1[C:8]#[N:9].[CH:10]1([NH2:13])[CH2:12][CH2:11]1.C(=O)([O-])[O-].[K+].[K+], predict the reaction product. The product is: [CH:10]1([NH:13][C:2]2[C:3]([C:8]#[N:9])=[CH:4][N:5]=[CH:6][CH:7]=2)[CH2:12][CH2:11]1. (4) Given the reactants [Cl:1][C:2]1([Cl:7])[CH2:4][CH:3]1[CH:5]=O.[CH3:8][C:9]([S@@:12]([NH2:14])=[O:13])([CH3:11])[CH3:10], predict the reaction product. The product is: [Cl:1][C:2]1([Cl:7])[CH2:4][CH:3]1[CH:5]=[N:14][S@:12]([C:9]([CH3:11])([CH3:10])[CH3:8])=[O:13]. (5) Given the reactants C(OC([NH:8][C@@H:9]1[CH2:14][CH2:13][C@@H:12]([CH2:15][OH:16])[O:11][CH2:10]1)=O)(C)(C)C.[ClH:17].O1CCOCC1, predict the reaction product. The product is: [ClH:17].[NH2:8][C@@H:9]1[CH2:14][CH2:13][C@@H:12]([CH2:15][OH:16])[O:11][CH2:10]1. (6) Given the reactants [Cl-].[CH3:2][C:3]1[CH:4]=[C:5]([CH:28]=[C:29]([CH3:31])[CH:30]=1)[NH:6][C:7]1[C:8]([NH2+:21][C:22]2[CH:27]=[CH:26][CH:25]=[CH:24][CH:23]=2)=[N:9][C:10]([C:13]2[C:18]([CH3:19])=[CH:17][CH:16]=[CH:15][C:14]=2[CH3:20])=[CH:11][N:12]=1.[CH:32]([O-])([O-])[O:33][CH2:34][CH3:35], predict the reaction product. The product is: [CH3:19][C:18]1[CH:17]=[CH:16][CH:15]=[C:14]([CH3:20])[C:13]=1[C:10]1[N:9]=[C:8]2[N:21]([C:22]3[CH:23]=[CH:24][CH:25]=[CH:26][CH:27]=3)[CH:32]([O:33][CH2:34][CH3:35])[N:6]([C:5]3[CH:4]=[C:3]([CH3:2])[CH:30]=[C:29]([CH3:31])[CH:28]=3)[C:7]2=[N:12][CH:11]=1. (7) Given the reactants [Cl:1][C:2]1[C:3]([NH:18][C:19]2[CH:23]=[C:22]([O:24][CH3:25])[NH:21][N:20]=2)=[N:4][C:5]([NH:8][C@H:9]([C:11]2[N:16]=[CH:15][C:14]([F:17])=[CH:13][N:12]=2)[CH3:10])=[N:6][CH:7]=1.ClC1N=C(NC2C=C(OC[C:41]([F:44])([F:43])[F:42])NN=2)C(Cl)=CN=1.CCN(C(C)C)C(C)C, predict the reaction product. The product is: [Cl:1][C:2]1[C:3]([NH:18][C:19]2[CH:23]=[C:22]([O:24][CH2:25][C:41]([F:44])([F:43])[F:42])[NH:21][N:20]=2)=[N:4][C:5]([NH:8][C@H:9]([C:11]2[N:12]=[CH:13][C:14]([F:17])=[CH:15][N:16]=2)[CH3:10])=[N:6][CH:7]=1.